From a dataset of CYP3A4 inhibition data for predicting drug metabolism from PubChem BioAssay. Regression/Classification. Given a drug SMILES string, predict its absorption, distribution, metabolism, or excretion properties. Task type varies by dataset: regression for continuous measurements (e.g., permeability, clearance, half-life) or binary classification for categorical outcomes (e.g., BBB penetration, CYP inhibition). Dataset: cyp3a4_veith. (1) The molecule is CO[C@@H]1COC(=O)[C@H](C)NC(=O)C/C=C\[C@@H](C)[C@@H](NS(=O)(=O)c2ccc(C)cc2)COC(=O)C/C=C\[C@@H]1C. The result is 0 (non-inhibitor). (2) The molecule is Cc1noc(C)c1-c1ccc2ncnc(NC3CC3)c2c1. The result is 1 (inhibitor). (3) The compound is Cc1nc(NC(=O)c2ccccc2)sc1-c1csc(Nc2ccc(Cl)cc2)n1. The result is 0 (non-inhibitor). (4) The molecule is Cc1[nH]nc(-c2ccc(OCc3cnn(-c4ccccc4)c3)cc2O)c1Oc1ccc(F)cc1. The result is 1 (inhibitor).